This data is from Forward reaction prediction with 1.9M reactions from USPTO patents (1976-2016). The task is: Predict the product of the given reaction. Given the reactants [CH2:1]([NH:8][CH2:9][CH2:10][CH:11]([OH:20])[CH2:12][C:13]1[CH:18]=[CH:17][C:16]([F:19])=[CH:15][CH:14]=1)[C:2]1[CH:7]=[CH:6][CH:5]=[CH:4][CH:3]=1.C(N(CC)CC)C.[Cl:28][CH2:29][C:30](Cl)=[O:31], predict the reaction product. The product is: [CH2:1]([N:8]([CH2:9][CH2:10][CH:11]([OH:20])[CH2:12][C:13]1[CH:18]=[CH:17][C:16]([F:19])=[CH:15][CH:14]=1)[C:30](=[O:31])[CH2:29][Cl:28])[C:2]1[CH:3]=[CH:4][CH:5]=[CH:6][CH:7]=1.